From a dataset of Catalyst prediction with 721,799 reactions and 888 catalyst types from USPTO. Predict which catalyst facilitates the given reaction. (1) Reactant: C1(N=C=S)C=CC=CC=1.CC1C=CC(S([O-])(=O)=O)=CC=1.C[N+:22]1([CH2:28][CH2:29][N:30]=[C:31]=[N:32][CH:33]2[CH2:38][CH2:37][CH2:36][CH2:35][CH2:34]2)[CH2:27]COCC1.CNC1[C:42](N)=[CH:43][C:44]([N+:47]([O-:49])=[O:48])=[CH:45]C=1. Product: [CH3:27][N:22]1[C:28]2[CH:42]=[CH:43][C:44]([N+:47]([O-:49])=[O:48])=[CH:45][C:29]=2[N:30]=[C:31]1[NH:32][C:33]1[CH:34]=[CH:35][CH:36]=[CH:37][CH:38]=1. The catalyst class is: 17. (2) Reactant: C([NH:4][C@:5]1([C:22](NC(C)(C)C)=[O:23])[C@@H:9]([CH2:10][CH2:11][CH2:12][B:13]2[O:17]C(C)(C)C(C)(C)[O:14]2)[CH2:8][NH:7][CH2:6]1)(=O)C.S([O-])([O-])(=O)=O.[Na+].[Na+].[Cl:36][C:37]1[CH:42]=[CH:41][C:40]([CH2:43][CH2:44][CH:45]=O)=[CH:39][CH:38]=1.C(O[BH-](OC(=O)C)OC(=O)C)(=[O:49])C.[Na+].C(=O)([O-])[O-].[Na+].[Na+]. Product: [NH2:4][C@:5]1([C:22]([OH:23])=[O:49])[C@@H:9]([CH2:10][CH2:11][CH2:12][B:13]([OH:14])[OH:17])[CH2:8][N:7]([CH2:45][CH2:44][CH2:43][C:40]2[CH:41]=[CH:42][C:37]([Cl:36])=[CH:38][CH:39]=2)[CH2:6]1. The catalyst class is: 478.